The task is: Regression. Given a peptide amino acid sequence and an MHC pseudo amino acid sequence, predict their binding affinity value. This is MHC class II binding data.. This data is from Peptide-MHC class II binding affinity with 134,281 pairs from IEDB. (1) The peptide sequence is PFNASDSVGQQIKVI. The MHC is DRB3_0101 with pseudo-sequence DRB3_0101. The binding affinity (normalized) is 0.381. (2) The peptide sequence is EMLQNIFAIFRQDSS. The MHC is DRB4_0101 with pseudo-sequence DRB4_0103. The binding affinity (normalized) is 0.529.